From a dataset of Forward reaction prediction with 1.9M reactions from USPTO patents (1976-2016). Predict the product of the given reaction. (1) Given the reactants [CH2:1]([N:8]([CH2:22][C:23]1[CH:28]=[CH:27][CH:26]=[CH:25][CH:24]=1)[C@@H:9]([CH2:20][CH3:21])[C:10]([O:12]CC1C=CC=CC=1)=[O:11])[C:2]1[CH:7]=[CH:6][CH:5]=[CH:4][CH:3]=1.CO.[OH-].[Na+].Cl, predict the reaction product. The product is: [CH2:22]([N:8]([CH2:1][C:2]1[CH:3]=[CH:4][CH:5]=[CH:6][CH:7]=1)[C@@H:9]([CH2:20][CH3:21])[C:10]([OH:12])=[O:11])[C:23]1[CH:24]=[CH:25][CH:26]=[CH:27][CH:28]=1. (2) The product is: [CH3:10][O:11][C:12]1[CH:13]=[CH:14][C:15]2[C:21](=[O:22])[CH:20]([C:2]3[CH:9]=[CH:8][C:5]([C:6]#[N:7])=[CH:4][CH:3]=3)[CH2:19][CH2:18][CH2:17][C:16]=2[CH:23]=1. Given the reactants Br[C:2]1[CH:9]=[CH:8][C:5]([C:6]#[N:7])=[CH:4][CH:3]=1.[CH3:10][O:11][C:12]1[CH:13]=[CH:14][C:15]2[C:21](=[O:22])[CH2:20][CH2:19][CH2:18][CH2:17][C:16]=2[CH:23]=1.P([O-])([O-])([O-])=O.[K+].[K+].[K+], predict the reaction product. (3) The product is: [Cl:13][CH2:14][CH2:15][O:16][C:17]([NH:1][C:2]1[CH:3]=[CH:4][C:5]([CH:8]([CH3:12])[C:9]([OH:11])=[O:10])=[CH:6][CH:7]=1)=[O:18].[CH:15]([O:16][CH:8]([CH3:9])[CH3:12])([CH3:42])[CH3:14]. Given the reactants [NH2:1][C:2]1[CH:7]=[CH:6][C:5]([CH:8]([CH3:12])[C:9]([OH:11])=[O:10])=[CH:4][CH:3]=1.[Cl:13][CH2:14][CH2:15][O:16][C:17](Cl)=[O:18].O.O.O.O.O.O.O.O.O.O.O.O.P([O-])([O-])([O-])=O.[Na+].[Na+].[Na+].Cl.Cl[CH2:42]Cl, predict the reaction product. (4) The product is: [CH:33]1([N:32]2[CH:31]=[N:30][N:29]=[C:28]2[C:24]2[CH:23]=[C:22]([NH:21][C:19](=[O:20])[C:15]3[CH:14]=[C:13]([C:10]4[CH:9]=[N:8][C:7]([CH:1]5[CH2:3][CH2:2]5)=[N:12][CH:11]=4)[CH:18]=[CH:17][N:16]=3)[CH:27]=[CH:26][CH:25]=2)[CH2:35][CH2:34]1. Given the reactants [CH:1]1([Mg]Br)[CH2:3][CH2:2]1.Cl[C:7]1[N:12]=[CH:11][C:10]([C:13]2[CH:18]=[CH:17][N:16]=[C:15]([C:19]([NH:21][C:22]3[CH:27]=[CH:26][CH:25]=[C:24]([C:28]4[N:32]([CH:33]5[CH2:35][CH2:34]5)[CH:31]=[N:30][N:29]=4)[CH:23]=3)=[O:20])[CH:14]=2)=[CH:9][N:8]=1, predict the reaction product. (5) The product is: [Br:1][C:2]1[CH:3]=[C:4]([C@:8]2([OH:12])[O:47][CH2:46][C:45]([CH3:49])([CH3:48])[NH:44][C@H:9]2[CH3:10])[CH:5]=[CH:6][CH:7]=1. Given the reactants [Br:1][C:2]1[CH:3]=[C:4]([C:8](=[O:12])[C@H:9](O)[CH3:10])[CH:5]=[CH:6][CH:7]=1.CN(C1C2C(N(C)C)=CC=CC=2C=CC=1)C.S(OS(C(F)(F)F)(=O)=O)(C(F)(F)F)(=O)=O.[NH2:44][C:45]([CH3:49])([CH3:48])[CH2:46][OH:47], predict the reaction product. (6) The product is: [CH:26]1([C:29]2[NH:33][N:32]=[C:31]([NH:34][C:2]3[C:3]4[NH:16][N:15]=[CH:14][C:4]=4[N:5]=[C:6]([C:8]4[CH:9]=[CH:10][CH:11]=[CH:12][CH:13]=4)[N:7]=3)[CH:30]=2)[CH2:28][CH2:27]1. Given the reactants Cl[C:2]1[C:3]2[C:4](=[CH:14][N:15](CC3C=CC(OC)=CC=3)[N:16]=2)[N:5]=[C:6]([C:8]2[CH:13]=[CH:12][CH:11]=[CH:10][CH:9]=2)[N:7]=1.[CH:26]1([C:29]2[NH:33][N:32]=[C:31]([NH2:34])[CH:30]=2)[CH2:28][CH2:27]1.Cl, predict the reaction product. (7) Given the reactants [OH:1][C@@H:2]1[C@H:6]([OH:7])[C@@H:5]([CH2:8][OH:9])[O:4][C@H:3]1[N:10]1[CH:19]=[CH:18][C:17]2[C:12](=[CH:13][CH:14]=[CH:15][CH:16]=2)[C:11]1=[O:20].COC1C=CC(P2(SP(C3C=CC(OC)=CC=3)(=S)S2)=S)=CC=1, predict the reaction product. The product is: [OH:1][C@@H:2]1[C@H:6]([OH:7])[C@@H:5]([CH2:8][OH:9])[O:4][C@H:3]1[N:10]1[CH2:19][CH2:18][C:17]2[C:12](=[CH:13][CH:14]=[CH:15][CH:16]=2)[C:11]1=[O:20]. (8) Given the reactants [ClH:1].[CH2:2]1[C:4]2([CH2:9][CH2:8][NH:7][CH2:6][C@H:5]2[OH:10])[CH2:3]1.C(N(CC)CC)C.C(O)(=O)C.C(OC([N:29]1[CH2:34][CH2:33][N:32]([CH2:35][CH2:36][CH:37]=O)[C:31](=[O:39])[CH:30]1[CH3:40])=O)(C)(C)C.C(O[BH-](OC(=O)C)OC(=O)C)(=O)C.[Na+], predict the reaction product. The product is: [ClH:1].[ClH:1].[OH:10][C@@H:5]1[CH2:6][N:7]([CH2:37][CH2:36][CH2:35][N:32]2[CH2:33][CH2:34][NH:29][CH:30]([CH3:40])[C:31]2=[O:39])[CH2:8][CH2:9][C:4]21[CH2:3][CH2:2]2. (9) Given the reactants [F:1][C:2]1[C:7]([CH:8]=[O:9])=[CH:6][CH:5]=[C:4]([F:10])[C:3]=1[C:11]1[N:16]=[C:15]([C:17]([NH:19][C:20]2[CH:21]=[N:22][CH:23]=[CH:24][C:25]=2[C@@H:26]2[CH2:31][C@H:30]([CH3:32])[CH2:29][C@H:28]([NH:33][C:34](=[O:40])[O:35][C:36]([CH3:39])([CH3:38])[CH3:37])[CH2:27]2)=[O:18])[CH:14]=[CH:13][C:12]=1[F:41].[BH4-].[Na+], predict the reaction product. The product is: [F:1][C:2]1[C:7]([CH2:8][OH:9])=[CH:6][CH:5]=[C:4]([F:10])[C:3]=1[C:11]1[N:16]=[C:15]([C:17]([NH:19][C:20]2[CH:21]=[N:22][CH:23]=[CH:24][C:25]=2[C@@H:26]2[CH2:31][C@H:30]([CH3:32])[CH2:29][C@H:28]([NH:33][C:34](=[O:40])[O:35][C:36]([CH3:38])([CH3:37])[CH3:39])[CH2:27]2)=[O:18])[CH:14]=[CH:13][C:12]=1[F:41]. (10) Given the reactants [Cl:1][C:2]1[CH:7]=[CH:6][CH:5]=[CH:4][C:3]=1[C:8]1[N:9]=[C:10]([NH2:13])[S:11][CH:12]=1.[CH2:14]([C:17]1[CH:22]=[CH:21][C:20]([S:23](Cl)(=[O:25])=[O:24])=[CH:19][CH:18]=1)[CH2:15][CH3:16], predict the reaction product. The product is: [Cl:1][C:2]1[CH:7]=[CH:6][CH:5]=[CH:4][C:3]=1[C:8]1[N:9]=[C:10]([NH:13][S:23]([C:20]2[CH:21]=[CH:22][C:17]([CH2:14][CH2:15][CH3:16])=[CH:18][CH:19]=2)(=[O:25])=[O:24])[S:11][CH:12]=1.